This data is from Full USPTO retrosynthesis dataset with 1.9M reactions from patents (1976-2016). The task is: Predict the reactants needed to synthesize the given product. The reactants are: O1CCCC1.[Br:6][C:7]1[S:15][C:14]2[C:13]([N:16]3[CH2:21][CH2:20][NH:19][C:18]([CH3:23])([CH3:22])[CH2:17]3)=[N:12][CH:11]=[N:10][C:9]=2[CH:8]=1.[C:24]([O:28][C:29](O[C:29]([O:28][C:24]([CH3:27])([CH3:26])[CH3:25])=[O:30])=[O:30])([CH3:27])([CH3:26])[CH3:25].C(N(CC)C(C)C)(C)C. Given the product [Br:6][C:7]1[S:15][C:14]2[C:13]([N:16]3[CH2:21][CH2:20][N:19]([C:29]([O:28][C:24]([CH3:27])([CH3:26])[CH3:25])=[O:30])[C:18]([CH3:23])([CH3:22])[CH2:17]3)=[N:12][CH:11]=[N:10][C:9]=2[CH:8]=1, predict the reactants needed to synthesize it.